The task is: Predict the reactants needed to synthesize the given product.. This data is from Full USPTO retrosynthesis dataset with 1.9M reactions from patents (1976-2016). (1) Given the product [CH3:8][C:6]1[NH:5][C:4](=[O:9])[C:3]([N+:10]([O-:12])=[O:11])=[C:2]([N:22]2[CH2:23][CH2:24][CH:19]([C:13]3[CH:18]=[CH:17][CH:16]=[CH:15][CH:14]=3)[CH2:20][CH2:21]2)[N:7]=1, predict the reactants needed to synthesize it. The reactants are: Br[C:2]1[N:7]=[C:6]([CH3:8])[NH:5][C:4](=[O:9])[C:3]=1[N+:10]([O-:12])=[O:11].[C:13]1([CH:19]2[CH2:24][CH2:23][NH:22][CH2:21][CH2:20]2)[CH:18]=[CH:17][CH:16]=[CH:15][CH:14]=1.C(N(C(C)C)C(C)C)C. (2) Given the product [CH2:15]([O:14][C:10]1[CH:11]=[C:12]2[C:7](=[C:8]3[CH2:19][C:18]([CH3:21])([CH3:20])[O:17][C:9]=13)[CH:6]=[N:5][C:4]([CH3:22])([CH2:3][N:31]([CH3:32])[CH3:30])[CH2:13]2)[CH3:16], predict the reactants needed to synthesize it. The reactants are: Cl.Br[CH2:3][C:4]1([CH3:22])[CH2:13][C:12]2[C:7](=[C:8]3[CH2:19][C:18]([CH3:21])([CH3:20])[O:17][C:9]3=[C:10]([O:14][CH2:15][CH3:16])[CH:11]=2)[CH:6]=[N:5]1.CN.C(=O)([O-])O.[Na+].[CH3:30][N:31](C)[C:32](=O)C. (3) Given the product [NH2:1][C:2]1[N:7]=[CH:6][C:5]([CH2:8][N:9]2[C:10](=[S:42])[C:11]([NH:21][C:22]3[CH:27]=[CH:26][C:25]([O:28][CH:29]([F:31])[F:30])=[CH:24][CH:23]=3)=[C:12]([C:15]3[CH:20]=[CH:19][CH:18]=[CH:17][CH:16]=3)[C:13]2=[O:14])=[CH:4][CH:3]=1, predict the reactants needed to synthesize it. The reactants are: [NH2:1][C:2]1[N:7]=[CH:6][C:5]([CH2:8][N:9]2[C:13](=[O:14])[C:12]([C:15]3[CH:20]=[CH:19][CH:18]=[CH:17][CH:16]=3)=[C:11]([NH:21][C:22]3[CH:27]=[CH:26][C:25]([O:28][CH:29]([F:31])[F:30])=[CH:24][CH:23]=3)[C:10]2=O)=[CH:4][CH:3]=1.COC1C=CC(P2(SP(C3C=CC(OC)=CC=3)(=S)S2)=[S:42])=CC=1.C(Cl)Cl.CC#N.C(Cl)Cl. (4) Given the product [ClH:17].[NH2:14][C:12]1[CH:11]=[CH:10][C:7]2[N:8]3[CH2:9][CH:2]([OH:1])[CH2:3][C:4]3=[N:5][C:6]=2[CH:13]=1, predict the reactants needed to synthesize it. The reactants are: [OH:1][CH:2]1[CH2:9][N:8]2[C:4](=[N:5][C:6]3[CH:13]=[C:12]([N+:14]([O-])=O)[CH:11]=[CH:10][C:7]=32)[CH2:3]1.[ClH:17].[H][H]. (5) Given the product [ClH:1].[NH:2]1[CH:6]=[C:5]([CH2:7][CH2:8][O:9][C:10]2[CH:11]=[C:12]3[C:17](=[CH:18][CH:19]=2)[C:16](=[O:20])[C:15](=[CH:27][C:26]2[CH:25]=[CH:24][C:23]([C:29]([NH2:31])=[O:30])=[CH:22][CH:21]=2)[CH2:14][CH2:13]3)[N:4]=[CH:3]1, predict the reactants needed to synthesize it. The reactants are: [ClH:1].[NH:2]1[CH:6]=[C:5]([CH2:7][CH2:8][O:9][C:10]2[CH:11]=[C:12]3[C:17](=[CH:18][CH:19]=2)[C:16](=[O:20])[CH2:15][CH2:14][CH2:13]3)[N:4]=[CH:3]1.[CH:21]1[C:26]([CH:27]=O)=[CH:25][CH:24]=[C:23]([C:29]([NH2:31])=[O:30])[CH:22]=1. (6) Given the product [Cl:1][CH2:2][CH2:3][CH2:4][C:5]1([C:7]2[S:8][CH:9]=[CH:10][CH:11]=2)[O:14][CH2:13][CH2:12][O:6]1, predict the reactants needed to synthesize it. The reactants are: [Cl:1][CH2:2][CH2:3][CH2:4][C:5]([C:7]1[S:8][CH:9]=[CH:10][CH:11]=1)=[O:6].[CH2:12](O)[CH2:13][OH:14]. (7) Given the product [NH2:20][C:11]1[C:10]2[N:9]=[CH:8][N:7]([CH2:6][CH2:5][CH2:4][CH2:3][O:2][NH:1][C:28](=[O:30])[CH3:29])[C:19]=2[C:18]2[CH2:17][CH2:16][CH2:15][CH2:14][C:13]=2[N:12]=1, predict the reactants needed to synthesize it. The reactants are: [NH2:1][O:2][CH2:3][CH2:4][CH2:5][CH2:6][N:7]1[C:19]2[C:18]3[CH2:17][CH2:16][CH2:15][CH2:14][C:13]=3[N:12]=[C:11]([NH2:20])[C:10]=2[N:9]=[CH:8]1.C(N(CC)CC)C.[C:28](Cl)(=[O:30])[CH3:29].O.